This data is from Forward reaction prediction with 1.9M reactions from USPTO patents (1976-2016). The task is: Predict the product of the given reaction. The product is: [N+:1]([C:4]1[CH:5]=[C:6]([CH:10]=[C:11]([C:13]([F:16])([F:15])[F:14])[CH:12]=1)[C:7]([Cl:19])=[O:8])([O-:3])=[O:2]. Given the reactants [N+:1]([C:4]1[CH:5]=[C:6]([CH:10]=[C:11]([C:13]([F:16])([F:15])[F:14])[CH:12]=1)[C:7](O)=[O:8])([O-:3])=[O:2].S(Cl)([Cl:19])=O, predict the reaction product.